Dataset: CYP3A4 inhibition data for predicting drug metabolism from PubChem BioAssay. Task: Regression/Classification. Given a drug SMILES string, predict its absorption, distribution, metabolism, or excretion properties. Task type varies by dataset: regression for continuous measurements (e.g., permeability, clearance, half-life) or binary classification for categorical outcomes (e.g., BBB penetration, CYP inhibition). Dataset: cyp3a4_veith. (1) The drug is Nc1nc(=S)c2ncn([C@H]3O[C@@H](CO)[C@@H](O)[C@@H]3O)c2[nH]1.O. The result is 0 (non-inhibitor). (2) The molecule is CCOC(=O)c1cnc(SCCc2ccccc2)nc1N. The result is 0 (non-inhibitor). (3) The compound is CCCOc1ccc(C(=O)NNC(=S)NC(=O)CC)cc1. The result is 0 (non-inhibitor). (4) The result is 0 (non-inhibitor). The drug is Cn1c(CN2CCOCC2)nnc1SCC(N)=O. (5) The drug is COc1cc(CNCc2cccs2)cc(Br)c1OC.Cl. The result is 1 (inhibitor).